The task is: Predict the reactants needed to synthesize the given product.. This data is from Full USPTO retrosynthesis dataset with 1.9M reactions from patents (1976-2016). (1) Given the product [CH3:11][O:10][C:3]1[CH:4]=[C:5]([O:8][CH3:9])[CH:6]=[CH:7][C:2]=1[C:34]#[C:33][CH2:32][CH2:31][OH:35], predict the reactants needed to synthesize it. The reactants are: Br[C:2]1[CH:7]=[CH:6][C:5]([O:8][CH3:9])=[CH:4][C:3]=1[O:10][CH3:11].C1(P(C2C=CC=CC=2)C2C=CC=CC=2)C=CC=CC=1.[CH2:31]([OH:35])[CH2:32][C:33]#[CH:34]. (2) The reactants are: [CH3:1][C:2]1[N:3]=[C:4]([N:12]2[CH2:15][CH:14]([NH:16][CH3:17])[CH2:13]2)[S:5][C:6]=1[C:7]([O:9][CH2:10][CH3:11])=[O:8].[Cl:18][C:19]1[N:20]=[C:21]([C:26]([OH:28])=O)[NH:22][C:23]=1[CH2:24][CH3:25].CCN=C=NCCCN(C)C.Cl.ON1C2C=CC=CC=2N=N1.CN1CCOCC1. Given the product [Cl:18][C:19]1[N:20]=[C:21]([C:26]([N:16]([CH3:17])[CH:14]2[CH2:13][N:12]([C:4]3[S:5][C:6]([C:7]([O:9][CH2:10][CH3:11])=[O:8])=[C:2]([CH3:1])[N:3]=3)[CH2:15]2)=[O:28])[NH:22][C:23]=1[CH2:24][CH3:25], predict the reactants needed to synthesize it. (3) The reactants are: [NH2:1][C:2]1[S:3][C:4]2[CH2:15][CH2:14][CH2:13][CH2:12][C:5]=2[C:6]=1[C:7](OCC)=[O:8].[CH:16]([NH2:18])=O. Given the product [C:5]12[CH2:12][CH2:13][CH2:14][CH2:15][C:4]=1[S:3][C:2]1[N:1]=[CH:16][N:18]=[C:7]([OH:8])[C:6]2=1, predict the reactants needed to synthesize it. (4) The reactants are: [CH2:1]([O:8][C:9]1[CH:14]=[CH:13][C:12](Br)=[CH:11][C:10]=1[O:16][CH3:17])[C:2]1[CH:7]=[CH:6][CH:5]=[CH:4][CH:3]=1.[Li]CCCC.[N:23]1[CH:28]=[CH:27][CH:26]=[CH:25][C:24]=1[CH2:29][CH2:30][N:31]1[C:39](=[O:40])[C:38]2[C:33](=[CH:34][CH:35]=[CH:36][CH:37]=2)[C:32]1=[O:41]. Given the product [CH2:1]([O:8][C:9]1[CH:14]=[CH:13][C:12]([C:39]2([OH:40])[C:38]3[C:33](=[CH:34][CH:35]=[CH:36][CH:37]=3)[C:32](=[O:41])[N:31]2[CH2:30][CH2:29][C:24]2[CH:25]=[CH:26][CH:27]=[CH:28][N:23]=2)=[CH:11][C:10]=1[O:16][CH3:17])[C:2]1[CH:7]=[CH:6][CH:5]=[CH:4][CH:3]=1, predict the reactants needed to synthesize it. (5) Given the product [Cl:27][C:20]1[CH:21]=[C:22]([NH:24][C:6]([N:8]2[CH2:15][C:14](=[O:16])[CH2:13][C@H:9]2[C:10]([NH:34][CH2:33][C:32]2[CH:35]=[CH:36][C:37]([O:38][CH3:39])=[C:30]([O:29][CH3:28])[CH:31]=2)=[O:12])=[O:7])[CH:23]=[C:18]([Cl:17])[CH:19]=1, predict the reactants needed to synthesize it. The reactants are: C(O[C:6]([N:8]1[CH2:15][C:14](=[O:16])[CH2:13][C@H:9]1[C:10]([OH:12])=O)=[O:7])(C)(C)C.[Cl:17][C:18]1[CH:23]=[C:22]([N:24]=C=O)[CH:21]=[C:20]([Cl:27])[CH:19]=1.[CH3:28][O:29][C:30]1[CH:31]=[C:32]([CH:35]=[CH:36][C:37]=1[O:38][CH3:39])[CH2:33][NH2:34]. (6) Given the product [Si:6]([O:14][CH2:15][CH2:16][NH:17][CH2:18][C:19]1[CH:20]=[C:21]2[C:25](=[CH:26][CH:27]=1)[N:24]([C:28]([O:30][C:31]([CH3:34])([CH3:33])[CH3:32])=[O:29])[CH:23]=[CH:22]2)([C:9]([CH3:12])([CH3:11])[CH3:10])([CH3:8])[CH3:7], predict the reactants needed to synthesize it. The reactants are: N1C=CN=C1.[Si:6](Cl)([C:9]([CH3:12])([CH3:11])[CH3:10])([CH3:8])[CH3:7].[OH:14][CH2:15][CH2:16][NH:17][CH2:18][C:19]1[CH:20]=[C:21]2[C:25](=[CH:26][CH:27]=1)[N:24]([C:28]([O:30][C:31]([CH3:34])([CH3:33])[CH3:32])=[O:29])[CH:23]=[CH:22]2. (7) Given the product [CH:2]12[CH2:11][CH:6]3[CH2:7][CH:8]([CH2:10][CH:4]([CH2:5]3)[CH:3]1[NH:12][C:27]([N:34]1[CH2:35][CH2:36][C:37]3([C:47]4[C:42](=[CH:43][CH:44]=[CH:45][CH:46]=4)[N:41]([C:48]([O:50][C:51]([CH3:54])([CH3:53])[CH3:52])=[O:49])[CH2:40]3)[CH2:38][CH2:39]1)=[O:28])[CH2:9]2, predict the reactants needed to synthesize it. The reactants are: Cl.[CH:2]12[CH2:11][CH:6]3[CH2:7][CH:8]([CH2:10][CH:4]([CH2:5]3)[CH:3]1[NH2:12])[CH2:9]2.CCN(C(C)C)C(C)C.C1N=CN([C:27](N2C=NC=C2)=[O:28])C=1.[NH:34]1[CH2:39][CH2:38][C:37]2([C:47]3[C:42](=[CH:43][CH:44]=[CH:45][CH:46]=3)[N:41]([C:48]([O:50][C:51]([CH3:54])([CH3:53])[CH3:52])=[O:49])[CH2:40]2)[CH2:36][CH2:35]1. (8) Given the product [CH2:1]([O:8][C:9](=[O:12])[CH2:10][P:16]([O:17][CH2:18][CH3:19])([O:15][CH2:13][CH3:14])=[O:20])[C:2]1[CH:7]=[CH:6][CH:5]=[CH:4][CH:3]=1, predict the reactants needed to synthesize it. The reactants are: [CH2:1]([O:8][C:9](=[O:12])[CH2:10]Br)[C:2]1[CH:7]=[CH:6][CH:5]=[CH:4][CH:3]=1.[CH2:13]([O:15][P:16]([O:20]CC)[O:17][CH2:18][CH3:19])[CH3:14]. (9) The reactants are: [CH2:1]([O:3][C:4]([C:6]1([C:9]2[CH:14]=[CH:13][C:12]([C:15]3[CH:20]=[CH:19][C:18]([C:21]4[S:22][C:23]([F:29])=[CH:24][C:25]=4C(O)=O)=[CH:17][C:16]=3[O:30][CH3:31])=[CH:11][CH:10]=2)[CH2:8][CH2:7]1)=[O:5])[CH3:2].C([N:34]([CH2:37]C)CC)C.C1(P(N=[N+]=[N-])(C2C=CC=CC=2)=[O:46])C=CC=CC=1.[C:56]1([C@H:62]([OH:64])[CH3:63])[CH:61]=[CH:60][CH:59]=[CH:58][CH:57]=1. Given the product [CH2:1]([O:3][C:4]([C:6]1([C:9]2[CH:14]=[CH:13][C:12]([C:15]3[CH:20]=[CH:19][C:18]([C:21]4[S:22][C:23]([F:29])=[CH:24][C:25]=4[NH:34][C:37]([O:64][C@@H:62]([C:56]4[CH:61]=[CH:60][CH:59]=[CH:58][CH:57]=4)[CH3:63])=[O:46])=[CH:17][C:16]=3[O:30][CH3:31])=[CH:11][CH:10]=2)[CH2:7][CH2:8]1)=[O:5])[CH3:2], predict the reactants needed to synthesize it.